Dataset: Full USPTO retrosynthesis dataset with 1.9M reactions from patents (1976-2016). Task: Predict the reactants needed to synthesize the given product. (1) Given the product [C:1]([O:5][C:6]([N:8]1[CH2:13][CH2:12][CH2:11][C@H:10]([CH2:14][S:24]([CH3:23])(=[O:26])=[O:25])[CH2:9]1)=[O:7])([CH3:4])([CH3:3])[CH3:2], predict the reactants needed to synthesize it. The reactants are: [C:1]([O:5][C:6]([N:8]1[CH2:13][CH2:12][CH2:11][C@H:10]([CH2:14]O)[CH2:9]1)=[O:7])([CH3:4])([CH3:3])[CH3:2].C(N(CC)CC)C.[CH3:23][S:24](Cl)(=[O:26])=[O:25]. (2) Given the product [N:1]1([CH2:7][CH2:8][NH:9][C:10]2[C:18]3[O:17][CH:16]=[CH:15][C:14]=3[CH:13]=[C:12]([NH2:19])[CH:11]=2)[CH2:6][CH2:5][O:4][CH2:3][CH2:2]1, predict the reactants needed to synthesize it. The reactants are: [N:1]1([CH2:7][CH2:8][NH:9][C:10]2[C:18]3[O:17][CH:16]=[CH:15][C:14]=3[CH:13]=[C:12]([N+:19]([O-])=O)[CH:11]=2)[CH2:6][CH2:5][O:4][CH2:3][CH2:2]1.C(O)C.O.NN. (3) Given the product [OH:15][C:2]1[C:3]([CH3:13])=[C:4]([NH:9][C:10](=[O:12])[CH3:11])[C:5]([CH3:8])=[CH:6][CH:7]=1, predict the reactants needed to synthesize it. The reactants are: N[C:2]1[C:3]([CH3:13])=[C:4]([NH:9][C:10](=[O:12])[CH3:11])[C:5]([CH3:8])=[CH:6][CH:7]=1.N([O-])=[O:15].[Na+].NC(N)=O.